From a dataset of Full USPTO retrosynthesis dataset with 1.9M reactions from patents (1976-2016). Predict the reactants needed to synthesize the given product. (1) Given the product [I:1][C:2]1[CH:3]=[C:4]2[C:9]3=[C:10]([CH2:12][O:13][C:14]([CH3:15])([CH3:16])[N:8]3[CH:7]=[C:6]([C:17]([OH:19])=[O:18])[C:5]2=[O:21])[CH:11]=1, predict the reactants needed to synthesize it. The reactants are: [I:1][C:2]1[CH:3]=[C:4]2[C:9]3=[C:10]([CH2:12][O:13][C:14]([CH3:16])([CH3:15])[N:8]3[CH:7]=[C:6]([C:17]([O:19]C)=[O:18])[C:5]2=[O:21])[CH:11]=1.[OH-].[Na+]. (2) Given the product [CH3:33][CH:34]([CH3:66])[C@H:35]([N:40]1[CH2:48][C:47]2[C:42](=[CH:43][C:44]([C:49]3[CH:54]=[CH:53][C:52]([NH:55][C:56](=[O:64])[CH2:57][C:58]4[CH:59]=[CH:60][CH:61]=[CH:62][CH:63]=4)=[CH:51][CH:50]=3)=[CH:45][CH:46]=2)[C:41]1=[O:65])[C:36]([OH:38])=[O:37], predict the reactants needed to synthesize it. The reactants are: C(NC1C=CC(C2C=C3C(CN([C@@H](C(C)C)C(O)=O)C3=O)=CC=2)=CC=1)(=O)C1C=CC=CC=1.[CH3:33][CH:34]([CH3:66])[C@H:35]([N:40]1[CH2:48][C:47]2[C:42](=[CH:43][C:44]([C:49]3[CH:54]=[CH:53][C:52]([NH:55][C:56](=[O:64])[CH2:57][C:58]4[CH:63]=[CH:62][CH:61]=[CH:60][CH:59]=4)=[CH:51][CH:50]=3)=[CH:45][CH:46]=2)[C:41]1=[O:65])[C:36]([O:38]C)=[O:37].